From a dataset of Full USPTO retrosynthesis dataset with 1.9M reactions from patents (1976-2016). Predict the reactants needed to synthesize the given product. (1) The reactants are: C[O:2][C:3]([C:5]1[CH:10]=[C:9](Cl)[N:8]=[C:7]([C:12]2[CH:17]=[CH:16][N:15]=[C:14]([NH:18][CH:19]3[CH2:24][CH2:23][CH2:22][CH2:21][CH2:20]3)[CH:13]=2)[CH:6]=1)=[O:4].[C:25]([O:29][C:30]([N:32]1[CH2:36][CH2:35][C@H:34]([NH2:37])[CH2:33]1)=[O:31])([CH3:28])([CH3:27])[CH3:26]. Given the product [C:25]([O:29][C:30]([N:32]1[CH2:36][CH2:35][C@H:34]([NH:37][C:9]2[N:8]=[C:7]([C:12]3[CH:17]=[CH:16][N:15]=[C:14]([NH:18][CH:19]4[CH2:24][CH2:23][CH2:22][CH2:21][CH2:20]4)[CH:13]=3)[CH:6]=[C:5]([C:3]([OH:2])=[O:4])[CH:10]=2)[CH2:33]1)=[O:31])([CH3:28])([CH3:26])[CH3:27], predict the reactants needed to synthesize it. (2) Given the product [CH3:18][O:1][C:10]1[CH:17]=[CH:16][C:13]([CH2:14][N:2]2[C:4]([NH2:7])=[CH:5][CH:6]=[N:3]2)=[CH:12][CH:11]=1, predict the reactants needed to synthesize it. The reactants are: [OH2:1].[NH2:2][NH2:3].[C:4](#[N:7])[CH:5]=[CH2:6].CO[C:10]1[CH:17]=[CH:16][C:13]([CH:14]=O)=[CH:12][CH:11]=1.[CH2:18](O)C. (3) Given the product [CH3:20][N:21]([CH3:31])[C:22]1[CH:27]=[CH:26][C:25]([NH:28][C:29](=[O:30])[O:17][C:13]2[CH:12]=[C:11]3[C:16](=[CH:15][CH:14]=2)[N:8]([CH2:7][C:2]2[CH:3]=[CH:4][CH:5]=[CH:6][N:1]=2)[CH2:9][C:10]3([CH3:19])[CH3:18])=[CH:24][CH:23]=1, predict the reactants needed to synthesize it. The reactants are: [N:1]1[CH:6]=[CH:5][CH:4]=[CH:3][C:2]=1[CH2:7][N:8]1[C:16]2[C:11](=[CH:12][C:13]([OH:17])=[CH:14][CH:15]=2)[C:10]([CH3:19])([CH3:18])[CH2:9]1.[CH3:20][N:21]([CH3:31])[C:22]1[CH:27]=[CH:26][C:25]([N:28]=[C:29]=[O:30])=[CH:24][CH:23]=1. (4) The reactants are: [CH2:1]([O:8][C:9]([N:11]1[CH2:16][CH2:15][CH:14]([C:17]([OH:19])=O)[CH2:13][CH2:12]1)=[O:10])[C:2]1[CH:7]=[CH:6][CH:5]=[CH:4][CH:3]=1.S(Cl)(Cl)=O.CN(C=O)C.[NH2:29][C:30]1[S:31][C:32]([N:40]2[CH2:45][CH2:44][O:43][CH2:42][CH2:41]2)=[C:33]([C:35]2[O:36][CH:37]=[CH:38][CH:39]=2)[N:34]=1. Given the product [CH2:1]([O:8][C:9]([N:11]1[CH2:12][CH2:13][CH:14]([C:17]([NH:29][C:30]2[S:31][C:32]([N:40]3[CH2:41][CH2:42][O:43][CH2:44][CH2:45]3)=[C:33]([C:35]3[O:36][CH:37]=[CH:38][CH:39]=3)[N:34]=2)=[O:19])[CH2:15][CH2:16]1)=[O:10])[C:2]1[CH:3]=[CH:4][CH:5]=[CH:6][CH:7]=1, predict the reactants needed to synthesize it. (5) Given the product [CH3:20][O:13][C:12](=[O:14])[CH:10]([NH2:11])[CH:9]([OH:15])[C:3]1[CH:4]=[CH:5][CH:6]=[CH:7][CH:8]=1, predict the reactants needed to synthesize it. The reactants are: N#N.[C:3]1([CH:9]([OH:15])[C@@H:10]([C:12]([OH:14])=[O:13])[NH2:11])[CH:8]=[CH:7][CH:6]=[CH:5][CH:4]=1.S(Cl)(Cl)=O.[CH3:20]O. (6) Given the product [CH3:1][O:2][C:3](=[O:19])[C:4]1[CH:9]=[C:8]([NH:10][C:20](=[O:24])[CH:21]([CH3:23])[CH3:22])[CH:7]=[C:6]([C:11]2[CH:16]=[CH:15][C:14]([CH3:17])=[CH:13][N:12]=2)[C:5]=1[F:18], predict the reactants needed to synthesize it. The reactants are: [CH3:1][O:2][C:3](=[O:19])[C:4]1[CH:9]=[C:8]([NH2:10])[CH:7]=[C:6]([C:11]2[CH:16]=[CH:15][C:14]([CH3:17])=[CH:13][N:12]=2)[C:5]=1[F:18].[C:20](Cl)(=[O:24])[CH:21]([CH3:23])[CH3:22].C(N(CC)CC)C. (7) Given the product [C:1]([O:5][C:6]([NH:8][C@H:9]([C:12]([OH:14])=[O:13])[CH2:10][O:11][CH2:18][CH3:19])=[O:7])([CH3:4])([CH3:2])[CH3:3], predict the reactants needed to synthesize it. The reactants are: [C:1]([O:5][C:6]([NH:8][C@H:9]([C:12]([OH:14])=[O:13])[CH2:10][OH:11])=[O:7])([CH3:4])([CH3:3])[CH3:2].[H-].[Na+].Br[CH2:18][CH3:19].Cl.